Dataset: Forward reaction prediction with 1.9M reactions from USPTO patents (1976-2016). Task: Predict the product of the given reaction. (1) Given the reactants [CH2:1]([C:3]1[N:13]([C:14]2[CH:19]=[CH:18][C:17]([CH2:20][CH2:21][NH:22][C:23]([NH:25][S:26]([C:29]3[CH:34]=[CH:33][C:32]([CH3:35])=[CH:31][CH:30]=3)(=[O:28])=[O:27])=[O:24])=[CH:16][CH:15]=2)[C:6]2=[N:7][C:8]([CH3:12])=[CH:9][C:10]([CH3:11])=[C:5]2[N:4]=1)[CH3:2].[CH:36]([N-]C(C)C)(C)C.[Li+].CI.P([O-])([O-])([O-])=O, predict the reaction product. The product is: [CH2:1]([C:3]1[N:13]([C:14]2[CH:15]=[CH:16][C:17]([CH2:20][CH2:21][NH:22][C:23]([N:25]([CH3:36])[S:26]([C:29]3[CH:34]=[CH:33][C:32]([CH3:35])=[CH:31][CH:30]=3)(=[O:28])=[O:27])=[O:24])=[CH:18][CH:19]=2)[C:6]2=[N:7][C:8]([CH3:12])=[CH:9][C:10]([CH3:11])=[C:5]2[N:4]=1)[CH3:2]. (2) Given the reactants [CH2:1]([O:3][P:4]([NH:9][C@H:10]1[C@H:15]([F:16])[CH2:14][CH2:13][N:12](C(OCC2C=CC=CC=2)=O)[CH2:11]1)([O:6][CH2:7][CH3:8])=[O:5])[CH3:2].[H][H], predict the reaction product. The product is: [F:16][C@@H:15]1[CH2:14][CH2:13][NH:12][CH2:11][C@H:10]1[NH:9][P:4](=[O:5])([O:6][CH2:7][CH3:8])[O:3][CH2:1][CH3:2].